From a dataset of Full USPTO retrosynthesis dataset with 1.9M reactions from patents (1976-2016). Predict the reactants needed to synthesize the given product. (1) Given the product [CH3:36][C:9]1([C:13]([C:15]2[C:23]3[C:18](=[N:19][CH:20]=[C:21]([C:24]4[CH:29]=[C:28]([O:30][CH3:31])[C:27]([O:32][CH3:33])=[C:26]([O:34][CH3:35])[CH:25]=4)[N:22]=3)[NH:17][CH:16]=2)=[O:14])[CH2:10][CH2:11][CH2:12][NH:8]1, predict the reactants needed to synthesize it. The reactants are: C(OC([N:8]1[CH2:12][CH2:11][CH2:10][C:9]1([CH3:36])[C:13]([C:15]1[C:23]2[C:18](=[N:19][CH:20]=[C:21]([C:24]3[CH:29]=[C:28]([O:30][CH3:31])[C:27]([O:32][CH3:33])=[C:26]([O:34][CH3:35])[CH:25]=3)[N:22]=2)[NH:17][CH:16]=1)=[O:14])=O)(C)(C)C.FC(F)(F)C(O)=O. (2) Given the product [NH2:15][C:16]1[C:23]([O:9][CH2:8][CH2:7][C:2]2[CH:3]=[CH:4][CH:5]=[CH:6][N:1]=2)=[CH:22][C:21]([S:25]([CH:28]([CH3:30])[CH3:29])(=[O:27])=[O:26])=[CH:20][C:17]=1[C:18]#[N:19], predict the reactants needed to synthesize it. The reactants are: [N:1]1[CH:6]=[CH:5][CH:4]=[CH:3][C:2]=1[CH2:7][CH2:8][OH:9].CS(Cl)(=O)=O.[NH2:15][C:16]1[C:23](O)=[CH:22][C:21]([S:25]([CH:28]([CH3:30])[CH3:29])(=[O:27])=[O:26])=[CH:20][C:17]=1[C:18]#[N:19].C(=O)([O-])[O-].[K+].[K+]. (3) Given the product [OH:4][CH2:5][C:7]1[CH:8]=[CH:9][C:10]2[CH:15]([NH:16][C:17](=[O:40])[CH2:18][CH:19]([NH:26][S:27]([C:30]3[CH:39]=[CH:38][C:37]4[C:32](=[CH:33][CH:34]=[CH:35][CH:36]=4)[CH:31]=3)(=[O:29])=[O:28])[C:20]3[CH:25]=[CH:24][CH:23]=[CH:22][CH:21]=3)[CH2:14][S:13](=[O:41])(=[O:42])[N:12]([CH3:43])[C:11]=2[CH:44]=1, predict the reactants needed to synthesize it. The reactants are: [BH4-].[Li+].C[O:4][C:5]([C:7]1[CH:8]=[CH:9][C:10]2[CH:15]([NH:16][C:17](=[O:40])[CH2:18][CH:19]([NH:26][S:27]([C:30]3[CH:39]=[CH:38][C:37]4[C:32](=[CH:33][CH:34]=[CH:35][CH:36]=4)[CH:31]=3)(=[O:29])=[O:28])[C:20]3[CH:25]=[CH:24][CH:23]=[CH:22][CH:21]=3)[CH2:14][S:13](=[O:42])(=[O:41])[N:12]([CH3:43])[C:11]=2[CH:44]=1)=O.CO. (4) Given the product [NH2:1][C@@H:2]1[CH2:7][CH2:6][CH2:5][N:4]([C:8]2[N:9]([CH2:16][C:17]3[CH:24]=[CH:23][CH:22]=[CH:21][C:18]=3[C:19]#[N:20])[C:10](=[O:15])[CH:11]=[CH:12][N:13]=2)[CH2:3]1, predict the reactants needed to synthesize it. The reactants are: [NH2:1][C@@H:2]1[CH2:7][CH2:6][CH2:5][N:4]([C:8]2[N:9]([CH2:16][C:17]3[CH:24]=[CH:23][CH:22]=[CH:21][C:18]=3[C:19]#[N:20])[C:10](=[O:15])[C:11](Br)=[CH:12][N:13]=2)[CH2:3]1.C([SnH](CCCC)CCCC)CCC.CC(N=NC(C#N)(C)C)(C#N)C. (5) Given the product [CH2:1]([O:3][C:4]([C:6]1[N:7]=[C:8]([N:11]([C:23](=[O:24])[C:22]2[CH:26]=[CH:27][CH:28]=[CH:29][C:21]=2[Cl:20])[C:12]2[CH:17]=[CH:16][C:15]([Cl:18])=[CH:14][CH:13]=2)[S:9][CH:10]=1)=[O:5])[CH3:2], predict the reactants needed to synthesize it. The reactants are: [CH2:1]([O:3][C:4]([C:6]1[N:7]=[C:8]([NH:11][C:12]2[CH:17]=[CH:16][C:15]([Cl:18])=[CH:14][CH:13]=2)[S:9][CH:10]=1)=[O:5])[CH3:2].Br.[Cl:20][C:21]1[CH:29]=[CH:28][CH:27]=[CH:26][C:22]=1[C:23](Cl)=[O:24].CCN(CC)CC.